This data is from Forward reaction prediction with 1.9M reactions from USPTO patents (1976-2016). The task is: Predict the product of the given reaction. (1) Given the reactants C(N(C(C)C)CC)(C)C.C1C=CC2N(O)N=NC=2C=1.FC(F)(F)C(O)=O.Cl[CH2:28][CH2:29][CH2:30]/[C:31](=[CH:35]\[C:36]1[CH:41]=[CH:40][C:39]([N:42]2[CH:46]=[C:45]([CH3:47])[N:44]=[CH:43]2)=[C:38]([O:48][CH3:49])[CH:37]=1)/[C:32]([OH:34])=O.Cl.[NH2:51][C@H:52]([C:56]1[CH:61]=[C:60]([F:62])[C:59]([F:63])=[C:58]([F:64])[CH:57]=1)[C@H:53]([OH:55])[CH3:54].C(=O)([O-])O.[Na+].[H-].[Na+], predict the reaction product. The product is: [OH:55][C@H:53]([CH3:54])[C@H:52]([N:51]1[CH2:28][CH2:29][CH2:30]/[C:31](=[CH:35]\[C:36]2[CH:41]=[CH:40][C:39]([N:42]3[CH:46]=[C:45]([CH3:47])[N:44]=[CH:43]3)=[C:38]([O:48][CH3:49])[CH:37]=2)/[C:32]1=[O:34])[C:56]1[CH:57]=[C:58]([F:64])[C:59]([F:63])=[C:60]([F:62])[CH:61]=1. (2) Given the reactants Cl[CH2:2][CH2:3][C:4]([NH:6][C:7]1[CH:8]=[C:9]([CH:13]([CH3:16])[C:14]#[N:15])[CH:10]=[CH:11][CH:12]=1)=[O:5].[Al+3].[Cl-].[Cl-].[Cl-], predict the reaction product. The product is: [O:5]=[C:4]1[CH2:3][CH2:2][C:12]2[C:7](=[CH:8][C:9]([CH:13]([CH3:16])[C:14]#[N:15])=[CH:10][CH:11]=2)[NH:6]1. (3) Given the reactants [NH2:1][CH2:2][CH2:3][O:4][CH2:5][CH2:6][OH:7].C(=O)([O-])[O-].[K+].[K+].O.[CH2:15](Br)[C:16]1[CH:21]=[CH:20][CH:19]=[CH:18][CH:17]=1, predict the reaction product. The product is: [CH2:15]([N:1]([CH2:15][C:16]1[CH:21]=[CH:20][CH:19]=[CH:18][CH:17]=1)[CH2:2][CH2:3][O:4][CH2:5][CH2:6][OH:7])[C:16]1[CH:21]=[CH:20][CH:19]=[CH:18][CH:17]=1. (4) The product is: [N+:1]([C:4]1[CH:20]=[CH:19][C:7]2[C:8]3[CH:14]=[C:13]([S:15]([Cl:23])(=[O:17])=[O:16])[CH:12]=[CH:11][C:9]=3[O:10][C:6]=2[CH:5]=1)([O-:3])=[O:2]. Given the reactants [N+:1]([C:4]1[CH:20]=[CH:19][C:7]2[C:8]3[CH:14]=[C:13]([S:15](O)(=[O:17])=[O:16])[CH:12]=[CH:11][C:9]=3[O:10][C:6]=2[CH:5]=1)([O-:3])=[O:2].S(Cl)([Cl:23])=O, predict the reaction product. (5) Given the reactants Cl[S:2]([C:5]1[S:9][C:8]([C:10]2[CH:15]=[CH:14][CH:13]=[CH:12][C:11]=2[CH3:16])=[CH:7][CH:6]=1)(=[O:4])=[O:3].[NH2:17][C:18]1[O:22][N:21]=[C:20]([CH3:23])[C:19]=1[Br:24], predict the reaction product. The product is: [Br:24][C:19]1[C:20]([CH3:23])=[N:21][O:22][C:18]=1[NH:17][S:2]([C:5]1[S:9][C:8]([C:10]2[CH:15]=[CH:14][CH:13]=[CH:12][C:11]=2[CH3:16])=[CH:7][CH:6]=1)(=[O:4])=[O:3]. (6) Given the reactants [CH3:1][O:2][N:3]([CH3:22])[C:4]([CH:6]1[CH2:11][CH2:10][N:9](C(OCC2C=CC=CC=2)=O)[CH2:8][CH2:7]1)=[O:5], predict the reaction product. The product is: [CH3:1][O:2][N:3]([CH3:22])[C:4]([CH:6]1[CH2:7][CH2:8][NH:9][CH2:10][CH2:11]1)=[O:5]. (7) Given the reactants Cl.Cl.[NH2:3][CH2:4][CH:5]([CH2:10][NH2:11])[C:6]([O:8][CH3:9])=[O:7].[C:12]([O:16][C:17](O[C:17]([O:16][C:12]([CH3:15])([CH3:14])[CH3:13])=[O:18])=[O:18])([CH3:15])([CH3:14])[CH3:13].[C:27](=[O:30])([O-])[OH:28].[Na+], predict the reaction product. The product is: [C:5]([O:28][C:27]([NH:3][CH2:4][CH:5]([CH2:10][NH:11][C:17]([O:16][C:12]([CH3:15])([CH3:14])[CH3:13])=[O:18])[C:6]([O:8][CH3:9])=[O:7])=[O:30])([CH3:10])([CH3:6])[CH3:4].